Dataset: Full USPTO retrosynthesis dataset with 1.9M reactions from patents (1976-2016). Task: Predict the reactants needed to synthesize the given product. (1) The reactants are: [NH2:1][C:2]1[S:3][C:4]([Br:7])=[N:5][N:6]=1.Cl[CH2:9][CH:10]=O.C(=O)(O)[O-].[Na+]. Given the product [Br:7][C:4]1[S:3][C:2]2=[N:1][CH:9]=[CH:10][N:6]2[N:5]=1, predict the reactants needed to synthesize it. (2) The reactants are: Cl.[NH2:2][CH2:3][C:4]([NH2:6])=[O:5].C(=O)([O-])[O-].[Na+].[Na+].[CH:13]1[C:25]2[CH:24]([CH2:26][O:27][C:28](ON3C(=O)CCC3=O)=[O:29])[C:23]3[C:18](=[CH:19][CH:20]=[CH:21][CH:22]=3)[C:17]=2[CH:16]=[CH:15][CH:14]=1. Given the product [CH:13]1[C:25]2[CH:24]([CH2:26][O:27][C:28]([NH:2][CH2:3][C:4]([NH2:6])=[O:5])=[O:29])[C:23]3[C:18](=[CH:19][CH:20]=[CH:21][CH:22]=3)[C:17]=2[CH:16]=[CH:15][CH:14]=1, predict the reactants needed to synthesize it. (3) Given the product [C:14]([O:18][C:19](=[O:20])[NH:21][CH2:22][CH:23]1[CH2:28][CH2:27][CH2:26][CH:25]([C:29](=[O:30])[NH:13][C:6]2[C:5]3[C:10](=[CH:11][CH:12]=[C:3]([O:2][CH3:1])[CH:4]=3)[N:9]=[CH:8][CH:7]=2)[CH2:24]1)([CH3:15])([CH3:17])[CH3:16], predict the reactants needed to synthesize it. The reactants are: [CH3:1][O:2][C:3]1[CH:4]=[C:5]2[C:10](=[CH:11][CH:12]=1)[N:9]=[CH:8][CH:7]=[C:6]2[NH2:13].[C:14]([O:18][C:19]([NH:21][CH2:22][CH:23]1[CH2:28][CH2:27][CH2:26][CH:25]([C:29](O)=[O:30])[CH2:24]1)=[O:20])([CH3:17])([CH3:16])[CH3:15].CN(C(ON1N=NC2C=CC=CC1=2)=[N+](C)C)C.F[P-](F)(F)(F)(F)F.C(N(CC)CC)C. (4) Given the product [C:1]([O:5][C:6]([N:8]1[CH2:13][CH2:12][CH:11]([O:14][C:15]2[CH:20]=[CH:19][C:18]([N:21]([CH2:40][C:41]([O:43][CH2:44][CH3:45])=[O:42])[CH2:22]/[CH:23]=[CH:24]/[C:25]3[CH:32]=[CH:31][CH:30]=[C:27]([C:28]#[N:29])[CH:26]=3)=[CH:17][CH:16]=2)[CH2:10][CH2:9]1)=[O:7])([CH3:4])([CH3:2])[CH3:3], predict the reactants needed to synthesize it. The reactants are: [C:1]([O:5][C:6]([N:8]1[CH2:13][CH2:12][CH:11]([O:14][C:15]2[CH:20]=[CH:19][C:18]([NH:21][CH2:22]/[CH:23]=[CH:24]/[C:25]3[CH:26]=[C:27]([CH:30]=[CH:31][CH:32]=3)[C:28]#[N:29])=[CH:17][CH:16]=2)[CH2:10][CH2:9]1)=[O:7])([CH3:4])([CH3:3])[CH3:2].C(=O)([O-])[O-].[K+].[K+].Br[CH2:40][C:41]([O:43][CH2:44][CH3:45])=[O:42].O. (5) Given the product [F:1][C:2]1[C:7]2[C:8]([C:18]([NH:19][CH3:20])=[O:21])=[C:9]([C:11]3[CH:16]=[CH:15][C:14]([F:17])=[CH:13][CH:12]=3)[O:10][C:6]=2[CH:5]=[CH:4][C:3]=1[C:22]1[CH:23]=[C:24]([C:25](=[O:26])[NH:42][C:39]2([C:36]3[N:35]=[CH:34][C:33]([CH3:32])=[CH:38][N:37]=3)[CH2:40][CH2:41]2)[CH:28]=[CH:29][C:30]=1[CH3:31], predict the reactants needed to synthesize it. The reactants are: [F:1][C:2]1[C:7]2[C:8]([C:18](=[O:21])[NH:19][CH3:20])=[C:9]([C:11]3[CH:16]=[CH:15][C:14]([F:17])=[CH:13][CH:12]=3)[O:10][C:6]=2[CH:5]=[CH:4][C:3]=1[C:22]1[CH:23]=[C:24]([CH:28]=[CH:29][C:30]=1[CH3:31])[C:25](O)=[O:26].[CH3:32][C:33]1[CH:34]=[N:35][C:36]([C:39]2([NH2:42])[CH2:41][CH2:40]2)=[N:37][CH:38]=1.C(N(CC)CC)C. (6) Given the product [Cl:15][C:11]1[CH:10]=[C:9]([C:7]2[C:6]([O:16][CH3:17])=[N:5][C:4]([CH3:18])=[C:3]([CH2:2][N:19]3[CH:23]=[N:22][CH:21]=[N:20]3)[CH:8]=2)[CH:14]=[CH:13][CH:12]=1, predict the reactants needed to synthesize it. The reactants are: Cl[CH2:2][C:3]1[C:4]([CH3:18])=[N:5][C:6]([O:16][CH3:17])=[C:7]([C:9]2[CH:14]=[CH:13][CH:12]=[C:11]([Cl:15])[CH:10]=2)[CH:8]=1.[NH:19]1[CH:23]=[N:22][CH:21]=[N:20]1.C(=O)([O-])[O-].[Cs+].[Cs+]. (7) The reactants are: [F:1][C:2]([F:22])([F:21])[O:3][C:4]1[CH:9]=[CH:8][C:7]([N:10]2[CH2:14][CH2:13][C:12]3([CH2:19][CH2:18][NH:17][CH2:16][CH2:15]3)[C:11]2=[O:20])=[CH:6][CH:5]=1.O=C(Cl)[O:25][C:26](Cl)(Cl)Cl.[CH:31]1([NH:37][CH3:38])[CH2:36][CH2:35][CH2:34][CH2:33][CH2:32]1. Given the product [CH:31]1([N:37]([CH3:38])[C:26]([N:17]2[CH2:16][CH2:15][C:12]3([C:11](=[O:20])[N:10]([C:7]4[CH:8]=[CH:9][C:4]([O:3][C:2]([F:1])([F:21])[F:22])=[CH:5][CH:6]=4)[CH2:14][CH2:13]3)[CH2:19][CH2:18]2)=[O:25])[CH2:36][CH2:35][CH2:34][CH2:33][CH2:32]1, predict the reactants needed to synthesize it. (8) Given the product [C:17](=[N:30][C:2]1[CH:7]=[CH:6][C:5]([C:8]2([C:15]#[N:16])[CH2:13][CH2:12][N:11]([CH3:14])[CH2:10][CH2:9]2)=[CH:4][CH:3]=1)([C:24]1[CH:25]=[CH:26][CH:27]=[CH:28][CH:29]=1)[C:18]1[CH:23]=[CH:22][CH:21]=[CH:20][CH:19]=1, predict the reactants needed to synthesize it. The reactants are: Br[C:2]1[CH:7]=[CH:6][C:5]([C:8]2([C:15]#[N:16])[CH2:13][CH2:12][N:11]([CH3:14])[CH2:10][CH2:9]2)=[CH:4][CH:3]=1.[C:17](=[NH:30])([C:24]1[CH:29]=[CH:28][CH:27]=[CH:26][CH:25]=1)[C:18]1[CH:23]=[CH:22][CH:21]=[CH:20][CH:19]=1.C(=O)([O-])[O-].[Cs+].[Cs+].CC1(C)C2C(=C(P(C3C=CC=CC=3)C3C=CC=CC=3)C=CC=2)OC2C(P(C3C=CC=CC=3)C3C=CC=CC=3)=CC=CC1=2. (9) Given the product [NH2:2][C:1]([C:3]1[N:4]=[C:5]([C:25]2[CH:26]=[CH:27][CH:28]=[CH:29][CH:30]=2)[CH:6]=[C:7]2[C:11]([C:12]3[CH2:13][CH2:14][N:15]([C:18]([O:20][C:21]([CH3:24])([CH3:23])[CH3:22])=[O:19])[CH2:16][CH:17]=3)=[CH:10][NH:9][C:8]=12)=[O:33], predict the reactants needed to synthesize it. The reactants are: [C:1]([C:3]1[N:4]=[C:5]([C:25]2[CH:30]=[CH:29][CH:28]=[CH:27][CH:26]=2)[CH:6]=[C:7]2[C:11]([C:12]3[CH2:13][CH2:14][N:15]([C:18]([O:20][C:21]([CH3:24])([CH3:23])[CH3:22])=[O:19])[CH2:16][CH:17]=3)=[CH:10][NH:9][C:8]=12)#[N:2].CC[OH:33].